This data is from Full USPTO retrosynthesis dataset with 1.9M reactions from patents (1976-2016). The task is: Predict the reactants needed to synthesize the given product. (1) Given the product [Cl:1][C:2]1[CH:3]=[CH:4][C:5]([C:8]2[O:12][N:11]=[C:10]([C:13]([OH:15])=[O:14])[C:9]=2[CH3:18])=[CH:6][CH:7]=1, predict the reactants needed to synthesize it. The reactants are: [Cl:1][C:2]1[CH:7]=[CH:6][C:5]([C:8]2[O:12][N:11]=[C:10]([C:13]([O:15]CC)=[O:14])[C:9]=2[CH3:18])=[CH:4][CH:3]=1.O.[OH-].[Li+].Cl. (2) Given the product [N:8]1([C:4]2[N:5]=[CH:6][N:7]=[C:2]([NH:1][C:25]3[S:26][C:27]([C:30]#[N:31])=[CH:28][N:29]=3)[CH:3]=2)[CH2:14][CH2:13][CH2:12][NH:11][CH2:10][CH2:9]1, predict the reactants needed to synthesize it. The reactants are: [NH2:1][C:2]1[N:7]=[CH:6][N:5]=[C:4]([N:8]2[CH2:14][CH2:13][CH2:12][N:11](C(OC(C)(C)C)=O)[CH2:10][CH2:9]2)[CH:3]=1.[H-].[Na+].Cl[C:25]1[S:26][C:27]([C:30]#[N:31])=[CH:28][N:29]=1.